This data is from Forward reaction prediction with 1.9M reactions from USPTO patents (1976-2016). The task is: Predict the product of the given reaction. Given the reactants [N:1]1[C:5]2[CH:6]=[CH:7][CH:8]=[CH:9][C:4]=2[NH:3][C:2]=1[C:10]([OH:12])=O.CN(C(ON1N=[N:28][C:23]2[CH:24]=[CH:25][CH:26]=[CH:27][C:22]1=2)=[N+](C)C)C.[B-](F)(F)(F)F.[CH:35]1[CH:36]=[CH:37]C2N(O)N=[N:41][C:39]=2[CH:40]=1.CCN(C(C)C)C(C)C.CN(C=[O:58])C, predict the reaction product. The product is: [N:41]1[CH:37]=[CH:36][CH:35]=[C:40]([O:58][C:26]2[CH:27]=[CH:22][C:23]([NH:28][C:10]([C:2]3[NH:1][C:5]4[CH:6]=[CH:7][CH:8]=[CH:9][C:4]=4[N:3]=3)=[O:12])=[CH:24][CH:25]=2)[CH:39]=1.